Dataset: Reaction yield outcomes from USPTO patents with 853,638 reactions. Task: Predict the reaction yield, written as a fraction of the theoretical maximum amount of product (1.0 means a 100% yield; for example, 0.34 means a 34% yield). (1) The reactants are NC1C=C2C(C=CC=C2C2CCCN2C)=CC=1.[NH2:18][C:19]1[CH:28]=[C:27]2[C:22]([CH:23]=[CH:24][CH:25]=[C:26]2[CH:29]2[CH2:33][CH2:32][N:31]([CH3:34])[CH2:30]2)=[CH:21][CH:20]=1.C(N(CC)CC)C.[C:42](Cl)(=[O:49])[C:43]1[CH:48]=[CH:47][CH:46]=[CH:45][CH:44]=1. The catalyst is O1CCCC1. The product is [C:42]([NH:18][C:19]1[CH:28]=[C:27]2[C:22]([CH:23]=[CH:24][CH:25]=[C:26]2[CH:29]2[CH2:33][CH2:32][N:31]([CH3:34])[CH2:30]2)=[CH:21][CH:20]=1)(=[O:49])[C:43]1[CH:48]=[CH:47][CH:46]=[CH:45][CH:44]=1. The yield is 0.280. (2) The reactants are FC1C=CC=C(OC)C=1OC1C=CC(C)=CC=1[N+]([O-])=O.BrN1C(=O)CCC1=O.C(OO[C:39](=[O:46])C1C=CC=CC=1)(=O)C1C=CC=CC=1.CS([O-])=O.[Na+].[F:52][C:53]1[CH:71]=[CH:70][CH:69]=[C:68]([O:72][CH3:73])[C:54]=1[O:55][C:56]1[CH:62]=[CH:61][C:60]([CH2:63][S:64]([CH3:67])(=[O:66])=[O:65])=[CH:59][C:57]=1[NH2:58].[NH2:74][C:75]1[S:76][CH:77]=[CH:78][N:79]=1. The catalyst is C(Cl)(Cl)(Cl)Cl.C1COCC1. The product is [F:52][C:53]1[CH:71]=[CH:70][CH:69]=[C:68]([O:72][CH3:73])[C:54]=1[O:55][C:56]1[CH:62]=[CH:61][C:60]([CH2:63][S:64]([CH3:67])(=[O:66])=[O:65])=[CH:59][C:57]=1[NH:58][C:39]([NH:74][C:75]1[S:76][CH:77]=[CH:78][N:79]=1)=[O:46]. The yield is 0.610. (3) The reactants are I[CH2:2][C@@H:3]([CH3:16])[CH2:4][N:5]1[C:10]2[CH:11]=[CH:12][CH:13]=[CH:14][C:9]=2[S:8][CH2:7][C:6]1=[O:15].[CH:17](=[C:21]1[CH2:26][CH2:25][NH:24][CH2:23][CH2:22]1)[CH2:18][CH2:19][CH3:20]. The catalyst is CC#N. The product is [CH:17](=[C:21]1[CH2:26][CH2:25][N:24]([CH2:2][C@@H:3]([CH3:16])[CH2:4][N:5]2[C:10]3[CH:11]=[CH:12][CH:13]=[CH:14][C:9]=3[S:8][CH2:7][C:6]2=[O:15])[CH2:23][CH2:22]1)[CH2:18][CH2:19][CH3:20]. The yield is 0.600. (4) The reactants are [CH2:1]([N:3]([CH2:37][CH3:38])[CH2:4][CH2:5][CH2:6][NH:7][C:8]1[N:9]=[C:10]([C:27]2[CH:28]=[C:29]([CH:33]=[CH:34][C:35]=2[CH3:36])[C:30]([OH:32])=O)[C:11]2[CH:17]=[CH:16][C:15](=[O:18])[N:14]([C:19]3[C:24]([F:25])=[CH:23][CH:22]=[CH:21][C:20]=3[F:26])[C:12]=2[N:13]=1)[CH3:2].CN(C(O[N:47]1N=N[C:49]2[CH:50]=[CH:51][CH:52]=[CH:53][C:48]1=2)=[N+](C)C)C.F[P-](F)(F)(F)(F)F.C(N(CC)CC)C.NC1C=CC=CC=1. The catalyst is CN(C=O)C.C(Cl)Cl.O. The product is [CH2:37]([N:3]([CH2:1][CH3:2])[CH2:4][CH2:5][CH2:6][NH:7][C:8]1[N:9]=[C:10]([C:27]2[CH:28]=[C:29]([CH:33]=[CH:34][C:35]=2[CH3:36])[C:30]([NH:47][C:48]2[CH:53]=[CH:52][CH:51]=[CH:50][CH:49]=2)=[O:32])[C:11]2[CH:17]=[CH:16][C:15](=[O:18])[N:14]([C:19]3[C:24]([F:25])=[CH:23][CH:22]=[CH:21][C:20]=3[F:26])[C:12]=2[N:13]=1)[CH3:38]. The yield is 0.300. (5) The reactants are C(C1C=C(OC)C=C(C(C)(C)C)C=1[C:17]1[CH:25]=[C:24]([N:26]([C:35]2[CH:40]=[CH:39][CH:38]=[CH:37][CH:36]=2)[CH:27]2[CH2:32][CH2:31][N:30]([CH3:33])[CH2:29][CH:28]2[CH3:34])[CH:23]=[CH:22][C:18]=1[C:19]([O-])=[O:20])(C)(C)C.C[O-].[Na+].[CH2:44]([NH:46][CH2:47][CH3:48])[CH3:45].F[P-](F)(F)(F)(F)F.N1(O[P+](N(C)C)(N(C)C)N(C)C)C2C=CC=CC=2N=N1. The catalyst is C1(C)C=CC=CC=1.CN1CCCC1=O.C1COCC1.CCOCC.C(N(CC)CC)C. The product is [CH3:33][N:30]1[CH2:31][CH2:32][CH:27]([N:26]([C:35]2[CH:40]=[CH:39][CH:38]=[CH:37][CH:36]=2)[C:24]2[CH:23]=[CH:22][C:18]([C:19]([N:46]([CH2:47][CH3:48])[CH2:44][CH3:45])=[O:20])=[CH:17][CH:25]=2)[CH:28]([CH3:34])[CH2:29]1. The yield is 0.900.